From a dataset of Reaction yield outcomes from USPTO patents with 853,638 reactions. Predict the reaction yield, written as a fraction of the theoretical maximum amount of product (1.0 means a 100% yield; for example, 0.34 means a 34% yield). The reactants are [F:1][CH:2]([F:49])[C:3]1[N:7]([C:8]2[N:13]=[C:12]([N:14]3[CH2:19][CH2:18][O:17][CH2:16][CH2:15]3)[N:11]=[C:10]([N:20]([CH2:34][CH2:35][CH2:36][N:37]3[CH2:42][CH2:41][O:40][CH2:39][CH2:38]3)[CH:21]3[CH2:26][CH2:25][N:24](C(OC(C)(C)C)=O)[CH2:23][CH2:22]3)[N:9]=2)[C:6]2[CH:43]=[CH:44][CH:45]=[C:46]([O:47][CH3:48])[C:5]=2[N:4]=1.C(O)(C(F)(F)F)=O. The catalyst is C(Cl)Cl. The product is [F:49][CH:2]([F:1])[C:3]1[N:7]([C:8]2[N:13]=[C:12]([N:14]3[CH2:15][CH2:16][O:17][CH2:18][CH2:19]3)[N:11]=[C:10]([N:20]([CH2:34][CH2:35][CH2:36][N:37]3[CH2:38][CH2:39][O:40][CH2:41][CH2:42]3)[CH:21]3[CH2:22][CH2:23][NH:24][CH2:25][CH2:26]3)[N:9]=2)[C:6]2[CH:43]=[CH:44][CH:45]=[C:46]([O:47][CH3:48])[C:5]=2[N:4]=1. The yield is 0.750.